Dataset: Full USPTO retrosynthesis dataset with 1.9M reactions from patents (1976-2016). Task: Predict the reactants needed to synthesize the given product. (1) Given the product [C:26]1([C:29]2[CH:34]=[CH:33][CH:32]=[CH:31][CH:30]=2)[CH:25]=[CH:24][C:23]([CH2:22][CH:9]2[C:10]3[C:15](=[CH:14][C:13]([O:18][CH3:19])=[C:12]([O:20][CH3:21])[CH:11]=3)[CH2:16][CH2:17][N:8]2[C:37](=[O:39])[CH3:36])=[CH:28][CH:27]=1, predict the reactants needed to synthesize it. The reactants are: C(OC([N:8]1[CH2:17][CH2:16][C:15]2[C:10](=[CH:11][C:12]([O:20][CH3:21])=[C:13]([O:18][CH3:19])[CH:14]=2)[CH:9]1[CH2:22][C:23]1[CH:28]=[CH:27][C:26]([C:29]2[CH:34]=[CH:33][CH:32]=[CH:31][CH:30]=2)=[CH:25][CH:24]=1)=O)(C)(C)C.F[C:36](F)(F)[C:37]([OH:39])=O.C(Cl)(=O)C.N1C=CC=CC=1. (2) Given the product [CH3:33][O:32][C:28]1[CH:27]=[C:26](/[CH:24]=[CH:25]/[C:8]2[CH:20]=[CH:19][C:11]([C:12]([O:14][C:15]([CH3:18])([CH3:17])[CH3:16])=[O:13])=[C:10]([N+:21]([O-:23])=[O:22])[CH:9]=2)[CH:31]=[CH:30][CH:29]=1, predict the reactants needed to synthesize it. The reactants are: CN(C)C(=O)C.Br[C:8]1[CH:20]=[CH:19][C:11]([C:12]([O:14][C:15]([CH3:18])([CH3:17])[CH3:16])=[O:13])=[C:10]([N+:21]([O-:23])=[O:22])[CH:9]=1.[CH:24]([C:26]1[CH:27]=[C:28]([O:32][CH3:33])[CH:29]=[CH:30][CH:31]=1)=[CH2:25].C(N(CC)CC)C. (3) Given the product [CH2:1]([CH:3]1[CH:8]([NH:9][C@@H:10]([C:12]2[CH:13]=[CH:14][CH:15]=[CH:16][CH:17]=2)[CH3:11])[CH2:7][CH2:6][N:5]([C:30]([O:29][C:26]([CH3:28])([CH3:27])[CH3:25])=[O:31])[CH2:4]1)[CH3:2], predict the reactants needed to synthesize it. The reactants are: [CH2:1]([CH:3]1[CH:8]([NH:9][C@@H:10]([C:12]2[CH:17]=[CH:16][CH:15]=[CH:14][CH:13]=2)[CH3:11])[CH2:7][CH2:6][NH:5][CH2:4]1)[CH3:2].C(N(CC)CC)C.[CH3:25][C:26]([O:29][C:30](O[C:30]([O:29][C:26]([CH3:28])([CH3:27])[CH3:25])=[O:31])=[O:31])([CH3:28])[CH3:27]. (4) Given the product [Br:27][C:25]1[CH:26]=[C:21]([CH:22]=[C:23]([Br:29])[C:24]=1[OH:28])[CH2:20][C@H:19]([C:30]([NH:32][C@H:33]([C:46]([N:48]1[CH2:49][CH2:50][N:51]([C:54]2[CH:59]=[CH:58][N:57]=[CH:56][CH:55]=2)[CH2:52][CH2:53]1)=[O:47])[CH2:34][CH2:35][CH2:36][CH2:37][NH:38][C:39]([O:41][C:42]([CH3:45])([CH3:43])[CH3:44])=[O:40])=[O:31])[NH2:18], predict the reactants needed to synthesize it. The reactants are: C1C2C(COC([NH:18][C@@H:19]([C:30]([NH:32][C@H:33]([C:46]([N:48]3[CH2:53][CH2:52][N:51]([C:54]4[CH:59]=[CH:58][N:57]=[CH:56][CH:55]=4)[CH2:50][CH2:49]3)=[O:47])[CH2:34][CH2:35][CH2:36][CH2:37][NH:38][C:39]([O:41][C:42]([CH3:45])([CH3:44])[CH3:43])=[O:40])=[O:31])[CH2:20][C:21]3[CH:26]=[C:25]([Br:27])[C:24]([OH:28])=[C:23]([Br:29])[CH:22]=3)=O)C3C(=CC=CC=3)C=2C=CC=1.C(NCC)C. (5) Given the product [OH:1][CH:2]1[CH2:6][CH2:5][N:4]([C:7]([N:9]2[CH2:14][CH:13]([C:15]3[CH:20]=[CH:19][C:18]([O:21][C:22]([F:24])([F:23])[F:25])=[CH:17][CH:16]=3)[CH2:12][CH:11]([C:26]3[O:27][N:35]=[C:31]([CH:32]([CH3:34])[CH3:33])[N:30]=3)[CH2:10]2)=[O:8])[CH2:3]1, predict the reactants needed to synthesize it. The reactants are: [OH:1][CH:2]1[CH2:6][CH2:5][N:4]([C:7]([N:9]2[CH2:14][CH:13]([C:15]3[CH:20]=[CH:19][C:18]([O:21][C:22]([F:25])([F:24])[F:23])=[CH:17][CH:16]=3)[CH2:12][CH:11]([C:26](O)=[O:27])[CH2:10]2)=[O:8])[CH2:3]1.O[N:30]=[C:31]([NH2:35])[CH:32]([CH3:34])[CH3:33]. (6) Given the product [CH2:1]([O:8][CH2:9][C@@H:10]([NH:14][C:15](=[O:27])[C:16]([NH:19][C:20](=[O:21])[O:22][C:23]([CH3:24])([CH3:26])[CH3:25])([CH3:18])[CH3:17])[C:11]([N:41]1[CH2:42][CH2:43][CH2:44][C:39]2([C:38](=[O:45])[N:37]([CH3:46])[CH2:36][CH:35]2[C:32]2[CH:33]=[CH:34][C:29]([F:28])=[CH:30][CH:31]=2)[CH2:40]1)=[O:12])[C:2]1[CH:3]=[CH:4][CH:5]=[CH:6][CH:7]=1, predict the reactants needed to synthesize it. The reactants are: [CH2:1]([O:8][CH2:9][C@@H:10]([NH:14][C:15](=[O:27])[C:16]([NH:19][C:20]([O:22][C:23]([CH3:26])([CH3:25])[CH3:24])=[O:21])([CH3:18])[CH3:17])[C:11](O)=[O:12])[C:2]1[CH:7]=[CH:6][CH:5]=[CH:4][CH:3]=1.[F:28][C:29]1[CH:34]=[CH:33][C:32]([CH:35]2[C:39]3([CH2:44][CH2:43][CH2:42][NH:41][CH2:40]3)[C:38](=[O:45])[N:37]([CH3:46])[CH2:36]2)=[CH:31][CH:30]=1.C(P1(=O)OP(CCC)(=O)OP(CCC)(=O)O1)CC.